The task is: Predict the reactants needed to synthesize the given product.. This data is from Full USPTO retrosynthesis dataset with 1.9M reactions from patents (1976-2016). (1) Given the product [C:20]1([C:26]2[N:30]=[C:29]([CH2:28][OH:27])[N:3]([C:5]3[CH:6]=[N:7][CH:8]=[CH:9][CH:10]=3)[N:4]=2)[CH:25]=[CH:24][CH:23]=[CH:22][CH:21]=1, predict the reactants needed to synthesize it. The reactants are: Cl.Cl.[NH:3]([C:5]1[CH:6]=[N:7][CH:8]=[CH:9][CH:10]=1)[NH2:4].C(N(CC)C(C)C)(C)C.[C:20]1([C:26]2[O:27][CH2:28][C:29](=O)[N:30]=2)[CH:25]=[CH:24][CH:23]=[CH:22][CH:21]=1. (2) The reactants are: [CH2:1]([C:4]1[CH:5]=[CH:6][C:7]2[NH:13][C:12](=[O:14])[CH2:11][C:10]3[C:15]4[C:20]([NH:21][C:9]=3[C:8]=2[CH:26]=1)=[CH:19][CH:18]=[C:17]([C:22]([F:25])([F:24])[F:23])[CH:16]=4)[CH:2]=[CH2:3].[OH2:27]. Given the product [O:27]=[C:2]([CH3:3])[CH2:1][C:4]1[CH:5]=[CH:6][C:7]2[NH:13][C:12](=[O:14])[CH2:11][C:10]3[C:15]4[C:20]([NH:21][C:9]=3[C:8]=2[CH:26]=1)=[CH:19][CH:18]=[C:17]([C:22]([F:25])([F:23])[F:24])[CH:16]=4, predict the reactants needed to synthesize it. (3) Given the product [Cl:19][C:14]1[CH:13]=[C:12]([CH:17]=[CH:16][C:15]=1[Cl:18])[CH2:11][N:7]1[CH2:8][CH2:9][O:10][C@@H:5]([CH2:4][NH:3][C:28](=[O:29])[CH2:27][Cl:26])[CH2:6]1, predict the reactants needed to synthesize it. The reactants are: Cl.Cl.[NH2:3][CH2:4][C@@H:5]1[O:10][CH2:9][CH2:8][N:7]([CH2:11][C:12]2[CH:17]=[CH:16][C:15]([Cl:18])=[C:14]([Cl:19])[CH:13]=2)[CH2:6]1.O.C(=O)([O-])O.[Na+].[Cl:26][CH2:27][C:28](Cl)=[O:29].